From a dataset of Full USPTO retrosynthesis dataset with 1.9M reactions from patents (1976-2016). Predict the reactants needed to synthesize the given product. (1) Given the product [CH2:5]([OH:4])[CH3:6].[CH3:15][N:16]([CH:1]=[O:2])[CH3:17].[CH2:21]([OH:22])[CH3:20], predict the reactants needed to synthesize it. The reactants are: [CH3:1][O-:2].[Na+].[O:4]1C2C=CC=CC=2N[C:6](=O)[CH2:5]1.[CH3:15][N:16](C)[C:17]1C=C[C:20]([CH:21]=[O:22])=CC=1. (2) Given the product [CH3:9][O:8][C:7]1[CH:6]=[CH:5][C:4]([C:10]2[O:11][CH:12]=[C:13]([CH2:15][NH:16][C:17](=[O:27])[C:18]3[CH:23]=[CH:22][CH:21]=[CH:20][C:19]=3[O:24][CH2:25][CH3:26])[N:14]=2)=[CH:3][C:2]=1[O:1][CH2:36][C:35]([F:39])([F:38])[F:34], predict the reactants needed to synthesize it. The reactants are: [OH:1][C:2]1[CH:3]=[C:4]([C:10]2[O:11][CH:12]=[C:13]([CH2:15][NH:16][C:17](=[O:27])[C:18]3[CH:23]=[CH:22][CH:21]=[CH:20][C:19]=3[O:24][CH2:25][CH3:26])[N:14]=2)[CH:5]=[CH:6][C:7]=1[O:8][CH3:9].C(=O)([O-])[O-].[K+].[K+].[F:34][C:35]([F:39])([F:38])[CH2:36]I.O. (3) Given the product [CH3:24][C:19]1([CH3:25])[C:20]([CH3:23])([CH3:22])[O:21][B:17]([C:2]2[CH:3]=[C:4]([CH2:8][C:9]([NH2:11])=[O:10])[CH:5]=[CH:6][CH:7]=2)[O:18]1, predict the reactants needed to synthesize it. The reactants are: Br[C:2]1[CH:3]=[C:4]([CH2:8][C:9]([NH2:11])=[O:10])[CH:5]=[CH:6][CH:7]=1.C([O-])(=O)C.[K+].[B:17]1([B:17]2[O:21][C:20]([CH3:23])([CH3:22])[C:19]([CH3:25])([CH3:24])[O:18]2)[O:21][C:20]([CH3:23])([CH3:22])[C:19]([CH3:25])([CH3:24])[O:18]1. (4) Given the product [NH2:31][C:29]1[C:28]2[N:27]=[CH:26][C:25]([CH2:32][CH2:33][C:34]3[CH:39]=[CH:38][C:37]([O:40][CH2:41][CH2:42][N:43]4[CH2:48][CH2:47][N:46]([CH2:2][CH2:3][CH2:4][NH:5][C:6](=[O:17])[CH2:7][O:8][NH2:9])[CH2:45][CH2:44]4)=[CH:36][C:35]=3[CH3:49])=[CH:24][C:23]=2[C:22]2[CH:50]=[CH:51][C:19]([CH3:18])=[CH:20][C:21]=2[N:30]=1, predict the reactants needed to synthesize it. The reactants are: Br[CH2:2][CH2:3][CH2:4][NH:5][C:6](=[O:17])[CH2:7][O:8][NH:9]C(=O)OC(C)(C)C.[CH3:18][C:19]1[CH:51]=[CH:50][C:22]2=[C:23]3[C:28](=[C:29]([NH2:31])[N:30]=[C:21]2[CH:20]=1)[N:27]=[CH:26][C:25]([CH2:32][CH2:33][C:34]1[CH:39]=[CH:38][C:37]([O:40][CH2:41][CH2:42][N:43]2[CH2:48][CH2:47][NH:46][CH2:45][CH2:44]2)=[CH:36][C:35]=1[CH3:49])=[CH:24]3.C(=O)([O-])[O-].[K+].[K+].C(O)(C(F)(F)F)=O. (5) Given the product [CH:1]1([NH:4][C:5](=[O:6])[NH:7][C:8]2[CH:9]=[CH:10][C:11]([C:14]3[N:15]=[C:16]([N:23]4[CH2:28][CH2:27][O:26][CH2:25][C@@H:24]4[CH3:29])[C:17]4[CH2:22][N:21]([C:36]([O:38][CH2:39][CH3:40])=[O:37])[CH2:20][C:18]=4[N:19]=3)=[CH:12][CH:13]=2)[CH2:2][CH2:3]1, predict the reactants needed to synthesize it. The reactants are: [CH:1]1([NH:4][C:5]([NH:7][C:8]2[CH:13]=[CH:12][C:11]([C:14]3[N:15]=[C:16]([N:23]4[CH2:28][CH2:27][O:26][CH2:25][C@@H:24]4[CH3:29])[C:17]4[CH2:22][NH:21][CH2:20][C:18]=4[N:19]=3)=[CH:10][CH:9]=2)=[O:6])[CH2:3][CH2:2]1.C(=O)([O-])O.[Na+].Cl[C:36]([O:38][CH2:39][CH3:40])=[O:37]. (6) Given the product [NH2:36][C:34](=[N:35][O:10][C:9]([C:4]1[CH:5]=[N:6][CH:7]=[CH:8][C:3]=1[C:2]([F:1])([F:12])[F:13])=[O:11])[CH2:33][C:31]([O:30][C:26]([CH3:28])([CH3:27])[CH3:29])=[O:32], predict the reactants needed to synthesize it. The reactants are: [F:1][C:2]([F:13])([F:12])[C:3]1[CH:8]=[CH:7][N:6]=[CH:5][C:4]=1[C:9]([OH:11])=[O:10].C(C1NC=CN=1)(C1NC=CN=1)=O.[C:26]([O:30][C:31]([CH2:33][C:34](=[N:36]O)[NH2:35])=[O:32])([CH3:29])([CH3:28])[CH3:27]. (7) The reactants are: [O:1]1[C:5]2([CH2:10][CH2:9][NH:8][CH2:7][CH2:6]2)[O:4][CH2:3][CH2:2]1.[Cl:11][C:12]1[CH:13]=[C:14]([C:19](=O)[CH:20]=[C:21](SC)SC)[CH:15]=[CH:16][C:17]=1[Cl:18].O.[NH2:28][NH2:29]. Given the product [Cl:11][C:12]1[CH:13]=[C:14]([C:19]2[NH:29][N:28]=[C:21]([N:8]3[CH2:9][CH2:10][C:5]4([O:4][CH2:3][CH2:2][O:1]4)[CH2:6][CH2:7]3)[CH:20]=2)[CH:15]=[CH:16][C:17]=1[Cl:18], predict the reactants needed to synthesize it. (8) Given the product [Cl:43][C:44]1[CH:45]=[C:46]([N:51]2[C:10]([C:5]3[CH:6]=[N:7][C:8]([F:9])=[C:3]([Cl:2])[CH:4]=3)=[CH:11][C:12]([C:13]([OH:15])=[O:14])=[N:52]2)[CH:47]=[CH:48][C:49]=1[F:50], predict the reactants needed to synthesize it. The reactants are: [Li].[Cl:2][C:3]1[CH:4]=[C:5]([C:10]([O-])=[CH:11][C:12](=O)[C:13]([O:15]CC)=[O:14])[CH:6]=[N:7][C:8]=1[F:9].ClC1C=C(C2N(C3C=CC=CN=3)N=C(C(O)=O)C=2)C=C(F)C=1.Cl.[Cl:43][C:44]1[CH:45]=[C:46]([NH:51][NH2:52])[CH:47]=[CH:48][C:49]=1[F:50]. (9) Given the product [CH:1]12[CH2:29][CH:4]([CH:5]([CH2:7][NH:8][C:9]([C:11]3[C:12]([S:17][CH2:18][CH2:19][CH2:20][C:21]4[CH:22]=[CH:23][C:24]([OH:27])=[CH:25][CH:26]=4)=[N:13][CH:14]=[CH:15][CH:16]=3)=[O:10])[CH2:6]1)[CH2:3][CH2:2]2, predict the reactants needed to synthesize it. The reactants are: [CH:1]12[CH2:29][CH:4]([CH:5]([CH2:7][NH:8][C:9]([C:11]3[C:12]([S:17][CH2:18][CH2:19][CH2:20][C:21]4[CH:26]=[CH:25][C:24]([O:27]C)=[CH:23][CH:22]=4)=[N:13][CH:14]=[CH:15][CH:16]=3)=[O:10])[CH2:6]1)[CH2:3][CH2:2]2.B(Br)(Br)Br.